From a dataset of Forward reaction prediction with 1.9M reactions from USPTO patents (1976-2016). Predict the product of the given reaction. (1) Given the reactants [CH3:1][C:2]1[O:6][N:5]=[C:4]([NH2:7])[CH:3]=1.N1C=CC=CC=1.Cl[C:15]([O:17][CH2:18][C:19]([Cl:22])([Cl:21])[Cl:20])=[O:16].O, predict the reaction product. The product is: [CH3:1][C:2]1[O:6][N:5]=[C:4]([NH:7][C:15](=[O:16])[O:17][CH2:18][C:19]([Cl:22])([Cl:21])[Cl:20])[CH:3]=1. (2) Given the reactants [C:1]([O:5][C:6]([N:8]1[CH2:13][CH2:12][N:11]([CH:14]([C:26](=[O:29])[NH:27][CH3:28])[CH2:15][C:16]2[CH:25]=[CH:24][C:23]3[C:18](=[CH:19][CH:20]=[CH:21][CH:22]=3)[CH:17]=2)[CH2:10][CH:9]1[CH2:30][CH2:31][O:32][Si](C(C)(C)C)(C)C)=[O:7])([CH3:4])([CH3:3])[CH3:2], predict the reaction product. The product is: [C:1]([O:5][C:6]([N:8]1[CH2:13][CH2:12][N:11]([CH:14]([C:26](=[O:29])[NH:27][CH3:28])[CH2:15][C:16]2[CH:25]=[CH:24][C:23]3[C:18](=[CH:19][CH:20]=[CH:21][CH:22]=3)[CH:17]=2)[CH2:10][CH:9]1[CH2:30][CH2:31][OH:32])=[O:7])([CH3:3])([CH3:4])[CH3:2]. (3) Given the reactants [OH:1][C:2]1[CH:7]=[CH:6][CH:5]=[CH:4][C:3]=1[C:8](=[O:14])[CH2:9][C:10]([O:12][CH3:13])=[O:11].[Cl:15][C:16]1[CH:17]=[C:18]([CH:21]=[CH:22][CH:23]=1)[CH:19]=O.N1CCCCC1.C(O)(=O)C, predict the reaction product. The product is: [Cl:15][C:16]1[CH:17]=[C:18]([CH:19]2[CH:9]([C:10]([O:12][CH3:13])=[O:11])[C:8](=[O:14])[C:3]3[C:2](=[CH:7][CH:6]=[CH:5][CH:4]=3)[O:1]2)[CH:21]=[CH:22][CH:23]=1. (4) Given the reactants [CH2:1]([N:8]1[CH2:17][CH2:16][C:15]2[C:14](=O)[NH:13][CH:12]=[N:11][C:10]=2[CH2:9]1)[C:2]1[CH:7]=[CH:6][CH:5]=[CH:4][CH:3]=1.C(N(CC)C(C)C)(C)C.P(Cl)(Cl)([Cl:30])=O.C(=O)(O)[O-].[Na+], predict the reaction product. The product is: [CH2:1]([N:8]1[CH2:17][CH2:16][C:15]2[C:14]([Cl:30])=[N:13][CH:12]=[N:11][C:10]=2[CH2:9]1)[C:2]1[CH:7]=[CH:6][CH:5]=[CH:4][CH:3]=1. (5) The product is: [CH3:27][N:25]1[CH2:22][CH2:23][C:24]2[C:6]3[C:5](=[CH:4][CH:3]=[C:2]([CH3:10])[CH:7]=3)[N:8]([CH2:12][C:13]([O:15][CH:16]([CH3:17])[CH3:33])=[O:14])[C:19]=2[CH2:20]1. Given the reactants Cl.[C:2]1([CH3:10])[CH:7]=[CH:6][C:5]([NH:8]N)=[CH:4][CH:3]=1.Br[CH2:12][C:13]([O:15][CH2:16][CH3:17])=[O:14].C[C:19]1[CH:24]=[CH:23][C:22]([N:25]([CH2:27]C(OCC)=O)N)=C[CH:20]=1.[CH2:33](OC(OCC)CCCNC)C.CC1C=C2C(=CC=1)N(CC(OCC)=O)C=C2CCNC.C=O.C(O)(C(F)(F)F)=O.CC1C=C2C(=CC=1)N(CC(O)=O)C1CN(C)CCC2=1.CCN=C=NCCCN(C)C, predict the reaction product. (6) Given the reactants [Cl:1][C:2]1[CH:3]=[C:4]([C:12](=O)[C:13]([C:15]2[CH:20]=[CH:19][CH:18]=[C:17](O)C=2)=O)[CH:5]=[CH:6][C:7]=1[O:8][CH:9]([F:11])[F:10].[CH3:23][NH:24][C:25]([NH2:27])=[NH:26].[C:28]([O-:31])([O-])=O.[Na+].[Na+].CC[OH:36], predict the reaction product. The product is: [NH2:26][C:25]1[N:24]([CH3:23])[C:28](=[O:31])[C:12]([C:4]2[CH:5]=[CH:6][C:7]([O:8][CH:9]([F:10])[F:11])=[C:2]([Cl:1])[CH:3]=2)([C:13]2[CH:15]=[CH:20][CH:19]=[C:18]([OH:36])[CH:17]=2)[N:27]=1. (7) Given the reactants [C:1]([O:5][C:6]([C:8]1([CH:16]=[CH2:17])[CH2:13][O:12][C:11]([CH3:15])([CH3:14])[O:10][CH2:9]1)=[O:7])(C)(C)[CH3:2].C(OC(C1(C(=O)C)COC(C)(C)OC1)=O)C, predict the reaction product. The product is: [CH2:1]([O:5][C:6]([C:8]1([CH:16]=[CH2:17])[CH2:13][O:12][C:11]([CH3:15])([CH3:14])[O:10][CH2:9]1)=[O:7])[CH3:2]. (8) Given the reactants Br[C:2]1[CH:3]=[CH:4][C:5]([C:8]2[CH2:12][CH:11]([C:13]3([OH:18])[CH2:17][CH2:16][CH2:15][CH2:14]3)[O:10][N:9]=2)=[N:6][CH:7]=1.[F:19][C:20]1[CH:21]=[C:22]([N:40]2[CH2:44][C@H:43]([CH2:45][N:46]3[CH:50]=[CH:49][N:48]=[N:47]3)[O:42][C:41]2=[O:51])[CH:23]=[CH:24][C:25]=1C1C=[N+]([O-])C(C2CC(CO)ON=2)=CC=1.C(=O)([O-])[O-].[K+].[K+], predict the reaction product. The product is: [F:19][C:20]1[CH:21]=[C:22]([N:40]2[CH2:44][C@H:43]([CH2:45][N:46]3[CH:50]=[CH:49][N:48]=[N:47]3)[O:42][C:41]2=[O:51])[CH:23]=[CH:24][C:25]=1[C:2]1[CH:7]=[N:6][C:5]([C:8]2[CH2:12][CH:11]([C:13]3([OH:18])[CH2:17][CH2:16][CH2:15][CH2:14]3)[O:10][N:9]=2)=[CH:4][CH:3]=1. (9) Given the reactants [CH:1]1([N:6]2[C:15]3[N:14]=[C:13]([NH:16][C:17]4[CH:18]=[CH:19][C:20]([C:28]([OH:30])=O)=[C:21]5[C:25]=4[O:24][C:23]([CH3:27])([CH3:26])[CH2:22]5)[N:12]=[CH:11][C:10]=3[N:9]([CH3:31])[C:8](=[O:32])[C@H:7]2[CH2:33][CH3:34])[CH2:5][CH2:4][CH2:3][CH2:2]1.[NH2:35][CH2:36][C@@H:37]([OH:46])[CH2:38][N:39]1[CH2:44][CH2:43][N:42]([CH3:45])[CH2:41][CH2:40]1.F[B-](F)(F)F.N1(OC(N(C)C)=[N+](C)C)C2C=CC=CC=2N=N1.C(N(C(C)C)CC)(C)C.C(=O)(O)[O-].[Na+], predict the reaction product. The product is: [CH:1]1([N:6]2[C:15]3[N:14]=[C:13]([NH:16][C:17]4[CH:18]=[CH:19][C:20]([C:28]([NH:35][CH2:36][C@@H:37]([OH:46])[CH2:38][N:39]5[CH2:40][CH2:41][N:42]([CH3:45])[CH2:43][CH2:44]5)=[O:30])=[C:21]5[C:25]=4[O:24][C:23]([CH3:26])([CH3:27])[CH2:22]5)[N:12]=[CH:11][C:10]=3[N:9]([CH3:31])[C:8](=[O:32])[C@H:7]2[CH2:33][CH3:34])[CH2:2][CH2:3][CH2:4][CH2:5]1. (10) Given the reactants [NH:1]1[C:5]2[CH:6]=[CH:7][CH:8]=[CH:9][C:4]=2[N:3]=[C:2]1[CH2:10][N:11]1[C@H:24]2[C@@H:15]([CH2:16][CH2:17][C:18]3[C:23]2=[N:22][CH:21]=[CH:20][CH:19]=3)[CH2:14][CH2:13][CH2:12]1.C(=O)([O-])[O-].[K+].[K+].Cl.Cl[CH2:33][CH2:34][CH2:35][N:36]([CH3:38])[CH3:37].[I-].[K+], predict the reaction product. The product is: [N:11]1([CH2:10][C:2]2[N:3]([CH2:33][CH2:34][CH2:35][N:36]([CH3:38])[CH3:37])[C:4]3[CH:9]=[CH:8][CH:7]=[CH:6][C:5]=3[N:1]=2)[C@H:24]2[C@@H:15]([CH2:16][CH2:17][C:18]3[C:23]2=[N:22][CH:21]=[CH:20][CH:19]=3)[CH2:14][CH2:13][CH2:12]1.